The task is: Predict the product of the given reaction.. This data is from Forward reaction prediction with 1.9M reactions from USPTO patents (1976-2016). (1) Given the reactants [OH:1][C:2]1[CH:3]=[N:4][CH:5]=[C:6]([CH:11]=1)[C:7]([O:9][CH3:10])=[O:8], predict the reaction product. The product is: [OH:1][C@H:2]1[CH2:3][NH:4][CH2:5][C@@H:6]([C:7]([O:9][CH3:10])=[O:8])[CH2:11]1. (2) Given the reactants [CH2:1]([S-:3])[CH3:2].[Na+].[N+:5]([C:8]1[CH:9]=[CH:10][C:11](Cl)=[N:12][CH:13]=1)([O-:7])=[O:6], predict the reaction product. The product is: [CH2:1]([S:3][C:11]1[CH:10]=[CH:9][C:8]([N+:5]([O-:7])=[O:6])=[CH:13][N:12]=1)[CH3:2]. (3) Given the reactants [F:1][C:2]1[CH:10]=[C:9]2[C:5]([C:6]([C:11]3[CH:12]=[CH:13][C:14]([N:17]4[CH2:22][CH2:21][CH:20]([NH2:23])[CH2:19][CH2:18]4)=[N:15][CH:16]=3)=[CH:7][NH:8]2)=[CH:4][CH:3]=1.CCN(CC)CC.[C:31]1(=[O:47])[N:35]([CH2:36][CH2:37][S:38](Cl)(=[O:40])=[O:39])[C:34](=[O:42])[C:33]2=[CH:43][CH:44]=[CH:45][CH:46]=[C:32]12, predict the reaction product. The product is: [O:47]=[C:31]1[C:32]2[C:33](=[CH:43][CH:44]=[CH:45][CH:46]=2)[C:34](=[O:42])[N:35]1[CH2:36][CH2:37][S:38]([NH:23][CH:20]1[CH2:21][CH2:22][N:17]([C:14]2[CH:13]=[CH:12][C:11]([C:6]3[C:5]4[C:9](=[CH:10][C:2]([F:1])=[CH:3][CH:4]=4)[NH:8][CH:7]=3)=[CH:16][N:15]=2)[CH2:18][CH2:19]1)(=[O:40])=[O:39]. (4) Given the reactants [CH2:1]([O:3][C:4]([C:6]1[C:7](=[O:30])[NH:8][C:9]2[C:14]([C:15]=1[N:16]1[CH2:21][CH2:20][N:19]([C:22]([C:24]3[S:25][CH:26]=[CH:27][CH:28]=3)=[O:23])[CH2:18][CH2:17]1)=[CH:13][C:12]([F:29])=[CH:11][N:10]=2)=[O:5])[CH3:2].[F:31][C:32]1[CH:33]=[C:34]([CH:37]=[CH:38][CH:39]=1)[CH2:35]Br, predict the reaction product. The product is: [CH2:1]([O:3][C:4]([C:6]1[C:7](=[O:30])[N:8]([CH2:35][C:34]2[CH:37]=[CH:38][CH:39]=[C:32]([F:31])[CH:33]=2)[C:9]2[C:14]([C:15]=1[N:16]1[CH2:21][CH2:20][N:19]([C:22]([C:24]3[S:25][CH:26]=[CH:27][CH:28]=3)=[O:23])[CH2:18][CH2:17]1)=[CH:13][C:12]([F:29])=[CH:11][N:10]=2)=[O:5])[CH3:2]. (5) The product is: [CH2:1]([NH:8][C:9]1[C:14]2=[C:15]([C:18]3[CH:23]=[CH:22][CH:21]=[CH:20][CH:19]=3)[CH:16]=[CH:17][N:13]2[N:12]=[C:11]([CH:31]=[CH2:32])[N:10]=1)[C:2]1[CH:7]=[CH:6][CH:5]=[CH:4][CH:3]=1. Given the reactants [CH2:1]([NH:8][C:9]1[C:14]2=[C:15]([C:18]3[CH:23]=[CH:22][CH:21]=[CH:20][CH:19]=3)[CH:16]=[CH:17][N:13]2[N:12]=[C:11](Cl)[N:10]=1)[C:2]1[CH:7]=[CH:6][CH:5]=[CH:4][CH:3]=1.B1(C=C)OB([CH:31]=[CH2:32])OB(C=C)O1.C1C=CN=CC=1.C(=O)([O-])[O-].[Cs+].[Cs+], predict the reaction product.